Dataset: Reaction yield outcomes from USPTO patents with 853,638 reactions. Task: Predict the reaction yield, written as a fraction of the theoretical maximum amount of product (1.0 means a 100% yield; for example, 0.34 means a 34% yield). (1) The reactants are [Si:1]([O:8][C@@H:9]1[C@H:13]([CH2:14][O:15][Si:16]([C:19]([CH3:22])([CH3:21])[CH3:20])([CH3:18])[CH3:17])[CH2:12][C@@H:11]([OH:23])[CH2:10]1)([C:4]([CH3:7])([CH3:6])[CH3:5])([CH3:3])[CH3:2].CN(C=O)C.[H-].[Na+].[Cl:31][C:32]1[CH:37]=[C:36]([N+]([O-])=O)[CH:35]=[CH:34][N:33]=1. No catalyst specified. The product is [Si:1]([O:8][C@@H:9]1[C@H:13]([CH2:14][O:15][Si:16]([C:19]([CH3:22])([CH3:21])[CH3:20])([CH3:17])[CH3:18])[CH2:12][C@@H:11]([O:23][C:36]2[CH:35]=[CH:34][N:33]=[C:32]([Cl:31])[CH:37]=2)[CH2:10]1)([C:4]([CH3:7])([CH3:6])[CH3:5])([CH3:3])[CH3:2]. The yield is 0.830. (2) The reactants are [N:1]([CH:4]([C:8]1[N:9]([CH2:19][C:20]2[CH:25]=[CH:24][CH:23]=[CH:22][CH:21]=2)[C:10](=[O:18])[C:11]2[C:16]([CH3:17])=[N:15][O:14][C:12]=2[N:13]=1)[CH:5]([CH3:7])[CH3:6])=[N+]=[N-].C1(P(C2C=CC=CC=2)C2C=CC=CC=2)C=CC=CC=1.O. The catalyst is C1COCC1. The product is [NH2:1][CH:4]([C:8]1[N:9]([CH2:19][C:20]2[CH:21]=[CH:22][CH:23]=[CH:24][CH:25]=2)[C:10](=[O:18])[C:11]2[C:16]([CH3:17])=[N:15][O:14][C:12]=2[N:13]=1)[CH:5]([CH3:7])[CH3:6]. The yield is 0.680. (3) The reactants are [F:1][C:2]([F:14])([F:13])[C:3]1[CH:11]=[CH:10][CH:9]=[C:5]([C:6]([OH:8])=O)[C:4]=1[NH2:12].O=S(Cl)Cl.[Cl:19][C:20]1[CH:26]=[CH:25][CH:24]=[CH:23][C:21]=1[NH2:22].C(Cl)(Cl)Cl. The catalyst is C1C=CC=CC=1. The product is [NH2:12][C:4]1[C:3]([C:2]([F:1])([F:14])[F:13])=[CH:11][CH:10]=[CH:9][C:5]=1[C:6]([NH:22][C:21]1[CH:23]=[CH:24][CH:25]=[CH:26][C:20]=1[Cl:19])=[O:8]. The yield is 0.780. (4) The reactants are Br[CH:2]([CH2:6][CH3:7])[C:3]([OH:5])=[O:4].C[Si](Cl)(C)C.[CH:13]1([NH:19][C:20](=[O:43])[CH2:21][S:22][C:23]2[N:24]([C:37]3[CH:42]=[CH:41][CH:40]=[CH:39][CH:38]=3)[C:25](=[O:36])[C:26]3[NH:27][C:28]4[CH:29]=[CH:30][CH:31]=[CH:32][C:33]=4[C:34]=3[N:35]=2)[CH2:18][CH2:17][CH2:16][CH2:15][CH2:14]1.[H-].[Na+].[CH3:46]I. The catalyst is CO.CN(C=O)C. The product is [CH:13]1([NH:19][C:20](=[O:43])[CH2:21][S:22][C:23]2[N:24]([C:37]3[CH:42]=[CH:41][CH:40]=[CH:39][CH:38]=3)[C:25](=[O:36])[C:26]3[N:27]([CH2:7][CH2:6][CH2:2][C:3]([O:5][CH3:46])=[O:4])[C:28]4[CH:29]=[CH:30][CH:31]=[CH:32][C:33]=4[C:34]=3[N:35]=2)[CH2:18][CH2:17][CH2:16][CH2:15][CH2:14]1. The yield is 0.0400. (5) The reactants are [F:1][C:2]1[CH:10]=C[C:5]([C:6]([OH:8])=[O:7])=[C:4]([CH3:11])[CH:3]=1.[C:12](O)(=O)C.C(O)(=O)C.IC1C=CC=CC=1.II.[CH3:29][I:30].C(=O)([O-])[O-].[K+].[K+]. The catalyst is CN(C)C=O.COC(C)(C)C.Cl.C([O-])(=O)C.[Pd+2].C([O-])(=O)C. The product is [F:1][C:2]1[CH:3]=[C:4]([CH3:11])[C:5]([C:6]([O:8][CH3:12])=[O:7])=[C:29]([I:30])[CH:10]=1. The yield is 0.630. (6) The reactants are O.[F:2][C:3]1[CH:8]=[CH:7][C:6]([CH2:9][C:10]([OH:12])=O)=[CH:5][CH:4]=1.CN(C)C=O.C(Cl)(=O)C([Cl:21])=O. The catalyst is C1(C)C=CC=CC=1. The product is [F:2][C:3]1[CH:8]=[CH:7][C:6]([CH2:9][C:10]([Cl:21])=[O:12])=[CH:5][CH:4]=1. The yield is 0.900. (7) The reactants are [Cl:1][C:2]1[CH:7]=[CH:6][C:5]([N:8]2[CH2:13][CH2:12][O:11][CH2:10][CH2:9]2)=[CH:4][C:3]=1[N:14]1[CH2:19][CH2:18][N:17](C(OC(C)(C)C)=O)[CH2:16][C:15]1=[O:27].FC(F)(F)C(O)=O. The catalyst is ClCCl. The product is [Cl:1][C:2]1[CH:7]=[CH:6][C:5]([N:8]2[CH2:13][CH2:12][O:11][CH2:10][CH2:9]2)=[CH:4][C:3]=1[N:14]1[CH2:19][CH2:18][NH:17][CH2:16][C:15]1=[O:27]. The yield is 0.890. (8) The reactants are [Br:1][C:2]1[CH:3]=[C:4]([C:23]([O:25][CH3:26])=[O:24])[C:5]([CH3:22])=[C:6]([NH:8][CH:9]2[CH2:14][CH2:13][N:12]([C:15]([O:17][C:18]([CH3:21])([CH3:20])[CH3:19])=[O:16])[CH2:11][CH2:10]2)[CH:7]=1.[CH:27](=O)[CH3:28].C(O)(=O)C.C(O[BH-](OC(=O)C)OC(=O)C)(=O)C.[Na+]. The catalyst is ClC(Cl)C. The product is [Br:1][C:2]1[CH:3]=[C:4]([C:23]([O:25][CH3:26])=[O:24])[C:5]([CH3:22])=[C:6]([N:8]([CH2:27][CH3:28])[CH:9]2[CH2:14][CH2:13][N:12]([C:15]([O:17][C:18]([CH3:19])([CH3:20])[CH3:21])=[O:16])[CH2:11][CH2:10]2)[CH:7]=1. The yield is 0.934. (9) The reactants are [Br:1][C:2]1[C:3]([NH2:10])=[C:4]([NH2:9])[C:5]([Br:8])=[CH:6][CH:7]=1.[C:11]1([C:17](=O)[C:18]([C:20]2[CH:25]=[CH:24][CH:23]=[CH:22][CH:21]=2)=O)[CH:16]=[CH:15][CH:14]=[CH:13][CH:12]=1.C1C(O)=CC=CC=1C.C(=O)(O)[O-].[Na+]. The catalyst is O.CO. The product is [Br:1][C:2]1[CH:7]=[CH:6][C:5]([Br:8])=[C:4]2[C:3]=1[N:10]=[C:17]([C:11]1[CH:16]=[CH:15][CH:14]=[CH:13][CH:12]=1)[C:18]([C:20]1[CH:25]=[CH:24][CH:23]=[CH:22][CH:21]=1)=[N:9]2. The yield is 0.930. (10) The reactants are [CH2:1]([N:5]1[C:14]2[CH2:13][CH2:12][CH2:11][CH2:10][C:9]=2[CH:8]=[C:7]([OH:15])[C:6]1=[O:16])[CH2:2][CH2:3][CH3:4].[H-].[Na+].Cl[C:20]1[O:21][C:22]2[CH:28]=[CH:27][CH:26]=[CH:25][C:23]=2[N:24]=1.Cl. The catalyst is CN(C=O)C. The product is [O:21]1[C:22]2[CH:28]=[CH:27][CH:26]=[CH:25][C:23]=2[N:24]=[C:20]1[O:15][C:7]1[C:6](=[O:16])[N:5]([CH2:1][CH2:2][CH2:3][CH3:4])[C:14]2[CH2:13][CH2:12][CH2:11][CH2:10][C:9]=2[CH:8]=1. The yield is 0.740.